Predict the reactants needed to synthesize the given product. From a dataset of Full USPTO retrosynthesis dataset with 1.9M reactions from patents (1976-2016). (1) Given the product [F:7][C:21]([CH3:24])([CH2:20][N:19]1[C:15]([C:12]2[CH:13]=[CH:14][C:9]([F:8])=[CH:10][CH:11]=2)=[CH:16][C:17]([CH3:25])=[N:18]1)[CH2:23][OH:22], predict the reactants needed to synthesize it. The reactants are: C1C=CN=CC=1.[FH:7].[F:8][C:9]1[CH:14]=[CH:13][C:12]([C:15]2[N:19]([CH2:20][C:21]3([CH3:24])[CH2:23][O:22]3)[N:18]=[C:17]([CH3:25])[CH:16]=2)=[CH:11][CH:10]=1.C([O-])(O)=O.[Na+]. (2) Given the product [ClH:1].[OH:16][C:15]1[C:10]2[CH2:9][CH2:8][CH2:7][C:6]3[CH:33]=[C:2]([N:42]4[CH2:41][C@@H:37]5[C@@H:36]([N:35]([CH3:34])[CH2:40][CH2:39][CH2:38]5)[CH2:43]4)[CH:3]=[CH:4][C:5]=3[C:11]=2[NH:12][C:13](=[O:21])[C:14]=1[C:17]([OH:19])=[O:18], predict the reactants needed to synthesize it. The reactants are: [Cl:1][C:2]1[CH:3]=[CH:4][C:5]2[C:11]3[N:12](CC4C=CC(OC)=CC=4OC)[C:13](=[O:21])[C:14]([C:17]([O:19]C)=[O:18])=[C:15]([OH:16])[C:10]=3[CH2:9][CH2:8][CH2:7][C:6]=2[CH:33]=1.[CH3:34][N:35]1[CH2:40][CH2:39][CH2:38][C@@H:37]2[CH2:41][NH:42][CH2:43][C@H:36]12. (3) Given the product [N:27]1[CH:28]=[CH:29][N:30]=[CH:31][C:26]=1[NH:1][C@@H:2]1[CH2:7][CH2:6][CH2:5][C@H:4]([NH:8][C:9](=[O:18])[O:10][CH2:11][C:12]2[CH:17]=[CH:16][CH:15]=[CH:14][CH:13]=2)[CH2:3]1, predict the reactants needed to synthesize it. The reactants are: [NH2:1][C@@H:2]1[CH2:7][CH2:6][CH2:5][C@H:4]([NH:8][C:9](=[O:18])[O:10][CH2:11][C:12]2[CH:17]=[CH:16][CH:15]=[CH:14][CH:13]=2)[CH2:3]1.C(=O)([O-])[O-].[Cs+].[Cs+].I[C:26]1[CH:31]=[N:30][CH:29]=[CH:28][N:27]=1.CC(C)C(C1CCCCC1=O)=O.C(=O)(O)[O-].[Na+]. (4) Given the product [F:25][C:24]([F:26])([F:27])[C:22]1[CH:23]=[C:18]([NH:15][C:16]([NH:1][CH:2]2[CH2:3][CH2:4][NH:5][CH2:6][CH2:7]2)=[O:17])[CH:19]=[C:20]([C:28]([F:31])([F:29])[F:30])[CH:21]=1, predict the reactants needed to synthesize it. The reactants are: [NH2:1][CH:2]1[CH2:7][CH2:6][N:5](C(OC(C)(C)C)=O)[CH2:4][CH2:3]1.[N:15]([C:18]1[CH:23]=[C:22]([C:24]([F:27])([F:26])[F:25])[CH:21]=[C:20]([C:28]([F:31])([F:30])[F:29])[CH:19]=1)=[C:16]=[O:17]. (5) The reactants are: [CH3:1][C:2]1[NH:3][C:4](=[O:23])[N:5]([C:16]2[CH:17]=[C:18]([CH3:22])[CH:19]=[CH:20][CH:21]=2)[C:6]=1[C:7]1[CH:8]=[CH:9][C:10]2[N:11]([N:13]=[CH:14][N:15]=2)[CH:12]=1.CN(C)C=O.CC(C)([O-])C.[K+].Br[CH2:36][C:37]1[CH:45]=[CH:44][C:40]2=[N:41][S:42][N:43]=[C:39]2[CH:38]=1. Given the product [N:15]1[CH:14]=[N:13][N:11]2[CH:12]=[C:7]([C:6]3[N:5]([C:16]4[CH:17]=[C:18]([CH3:22])[CH:19]=[CH:20][CH:21]=4)[C:4](=[O:23])[N:3]([CH2:36][C:37]4[CH:45]=[CH:44][C:40]5=[N:41][S:42][N:43]=[C:39]5[CH:38]=4)[C:2]=3[CH3:1])[CH:8]=[CH:9][C:10]=12, predict the reactants needed to synthesize it. (6) The reactants are: [Cl:1][C:2]1[CH:7]=[CH:6][C:5]([S:8]([NH:11][C@@H:12]2[CH2:18][CH2:17][CH2:16][CH2:15][CH2:14][C@@H:13]2[CH2:19][OH:20])(=[O:10])=[O:9])=[CH:4][CH:3]=1.C(=O)([O-])[O-].[Cs+].[Cs+].Br[CH2:28][C:29]1[CH:34]=[CH:33][C:32]([C:35]2[O:36][CH:37]=[CH:38][N:39]=2)=[CH:31][CH:30]=1.ClC1C=CC(S(N(CC2C=CC(C#N)=CC=2)[C@@H]2CCCCC[C@H]2CO)(=O)=O)=CC=1. Given the product [Cl:1][C:2]1[CH:7]=[CH:6][C:5]([S:8]([N:11]([C@@H:12]2[CH2:18][CH2:17][CH2:16][CH2:15][CH2:14][C@@H:13]2[CH2:19][OH:20])[CH2:28][C:29]2[CH:30]=[CH:31][C:32]([C:35]3[O:36][CH:37]=[CH:38][N:39]=3)=[CH:33][CH:34]=2)(=[O:9])=[O:10])=[CH:4][CH:3]=1, predict the reactants needed to synthesize it. (7) Given the product [CH3:20][C:18]1[NH:17][N:16]=[C:15]([NH:14][C:4]2[N:3]=[C:2]([C:23]3[CH:24]=[CH:25][S:21][CH:22]=3)[C:11]3[C:6]([CH:5]=2)=[CH:7][CH:8]=[C:9]([O:12][CH3:13])[CH:10]=3)[CH:19]=1, predict the reactants needed to synthesize it. The reactants are: Cl[C:2]1[C:11]2[C:6](=[CH:7][CH:8]=[C:9]([O:12][CH3:13])[CH:10]=2)[CH:5]=[C:4]([NH:14][C:15]2[CH:19]=[C:18]([CH3:20])[NH:17][N:16]=2)[N:3]=1.[S:21]1[CH:25]=[CH:24][C:23](B(O)O)=[CH:22]1.